Dataset: Aqueous solubility values for 9,982 compounds from the AqSolDB database. Task: Regression/Classification. Given a drug SMILES string, predict its absorption, distribution, metabolism, or excretion properties. Task type varies by dataset: regression for continuous measurements (e.g., permeability, clearance, half-life) or binary classification for categorical outcomes (e.g., BBB penetration, CYP inhibition). For this dataset (solubility_aqsoldb), we predict Y. (1) The molecule is O=C(Nc1ccc(F)cc1F)c1cccnc1Oc1cccc(C(F)(F)F)c1. The Y is -6.90 log mol/L. (2) The molecule is Clc1ccccn1. The Y is -0.754 log mol/L. (3) The drug is CCCCCOC(=O)CCCNC(=O)NC12CC3CC(CC(C3)C1)C2. The Y is -2.32 log mol/L.